From a dataset of Catalyst prediction with 721,799 reactions and 888 catalyst types from USPTO. Predict which catalyst facilitates the given reaction. (1) Reactant: [CH3:1][N:2]([CH3:11])[C:3]([C:5]1[C:9]([CH3:10])=[CH:8][NH:7][N:6]=1)=[O:4].C1C(=O)N([I:19])C(=O)C1. Product: [I:19][C:8]1[NH:7][N:6]=[C:5]([C:3]([N:2]([CH3:11])[CH3:1])=[O:4])[C:9]=1[CH3:10]. The catalyst class is: 23. (2) Reactant: Cl[S:2]([C:5]1[CH:6]=[C:7]([CH:11]=[CH:12][CH:13]=1)[C:8]([OH:10])=[O:9])(=[O:4])=[O:3].[C:14]([NH2:18])([CH3:17])([CH3:16])[CH3:15]. Product: [C:14]([NH:18][S:2]([C:5]1[CH:6]=[C:7]([CH:11]=[CH:12][CH:13]=1)[C:8]([OH:10])=[O:9])(=[O:4])=[O:3])([CH3:17])([CH3:16])[CH3:15]. The catalyst class is: 4. (3) Reactant: CO.[CH3:3][C:4]1[C:12]([CH3:13])=[C:11]([O:14][CH3:15])[CH:10]=[C:9]2[C:5]=1[CH:6]=[C:7]([C:16]([O:18]CC)=[O:17])[NH:8]2.[OH-].[Na+]. Product: [CH3:3][C:4]1[C:12]([CH3:13])=[C:11]([O:14][CH3:15])[CH:10]=[C:9]2[C:5]=1[CH:6]=[C:7]([C:16]([OH:18])=[O:17])[NH:8]2. The catalyst class is: 12. (4) Reactant: Cl.Cl.[CH2:3]1[C:11]2[C:6](=[C:7]([N:12]3[CH2:17][CH2:16][N:15]([CH2:18][CH2:19][C@H:20]4[CH2:25][CH2:24][C@H:23]([NH2:26])[CH2:22][CH2:21]4)[CH2:14][CH2:13]3)[CH:8]=[CH:9][CH:10]=2)[CH2:5][CH2:4]1.[CH2:27]([N:29]([CH2:32][CH3:33])[CH2:30]C)[CH3:28].ClC(Cl)([O:37]C(=O)OC(Cl)(Cl)Cl)Cl.C(NCC)C. Product: [CH2:3]1[C:11]2[C:6](=[C:7]([N:12]3[CH2:13][CH2:14][N:15]([CH2:18][CH2:19][C@H:20]4[CH2:21][CH2:22][C@H:23]([NH:26][C:30]([N:29]([CH2:32][CH3:33])[CH2:27][CH3:28])=[O:37])[CH2:24][CH2:25]4)[CH2:16][CH2:17]3)[CH:8]=[CH:9][CH:10]=2)[CH2:5][CH2:4]1. The catalyst class is: 4.